Dataset: Forward reaction prediction with 1.9M reactions from USPTO patents (1976-2016). Task: Predict the product of the given reaction. Given the reactants C(O[C:4](=[O:21])[CH2:5][C:6]([CH:8]1[CH2:13][CH2:12][N:11]([C:14]([O:16][C:17]([CH3:20])([CH3:19])[CH3:18])=[O:15])[CH2:10][CH2:9]1)=O)C.[NH:22]1[C:30]2[C:25](=[N:26][CH:27]=[CH:28][CH:29]=2)[C:24]([NH2:31])=[N:23]1.P([O-])([O-])([O-])=O.[K+].[K+].[K+].Cl, predict the reaction product. The product is: [O:21]=[C:4]1[CH:5]=[C:6]([CH:8]2[CH2:9][CH2:10][N:11]([C:14]([O:16][C:17]([CH3:18])([CH3:19])[CH3:20])=[O:15])[CH2:12][CH2:13]2)[N:23]2[N:22]=[C:30]3[CH:29]=[CH:28][CH:27]=[N:26][C:25]3=[C:24]2[NH:31]1.